This data is from Full USPTO retrosynthesis dataset with 1.9M reactions from patents (1976-2016). The task is: Predict the reactants needed to synthesize the given product. (1) Given the product [ClH:1].[CH3:13][O:12][C:9]1[CH:10]=[C:11]2[C:6](=[CH:7][C:8]=1[O:14][CH2:15][CH2:16][CH2:17][N:18]1[CH2:23][CH2:22][N:21]([CH3:24])[CH2:20][CH2:19]1)[N:5]=[CH:4][N:3]=[C:2]2[NH:34][C:31]1[CH:32]=[CH:33][C:28]2[N:27]=[C:26]([NH2:35])[S:25][C:29]=2[CH:30]=1, predict the reactants needed to synthesize it. The reactants are: [Cl:1][C:2]1[C:11]2[C:6](=[CH:7][C:8]([O:14][CH2:15][CH2:16][CH2:17][N:18]3[CH2:23][CH2:22][N:21]([CH3:24])[CH2:20][CH2:19]3)=[C:9]([O:12][CH3:13])[CH:10]=2)[N:5]=[CH:4][N:3]=1.[S:25]1[C:29]2[CH:30]=[C:31]([NH2:34])[CH:32]=[CH:33][C:28]=2[N:27]=[C:26]1[NH2:35].Cl. (2) Given the product [OH:11][NH:10][C:1](=[NH:8])[C:2]1[CH:7]=[CH:6][C:5]([CH2:12][OH:13])=[CH:4][CH:3]=1, predict the reactants needed to synthesize it. The reactants are: [C:1](#[N:8])[C:2]1[CH:7]=[CH:6][CH:5]=[CH:4][CH:3]=1.Cl.[NH2:10][OH:11].[CH3:12][OH:13].